Dataset: Full USPTO retrosynthesis dataset with 1.9M reactions from patents (1976-2016). Task: Predict the reactants needed to synthesize the given product. (1) The reactants are: [F:1][C:2]1[CH:7]=[CH:6][C:5]([CH2:8][C:9]2[CH:18]=[C:17]3[C:12]([C:13]([OH:26])=[C:14]([C:21](OCC)=[O:22])[C:15](=[O:20])[N:16]3[CH3:19])=[N:11][CH:10]=2)=[CH:4][CH:3]=1.[NH2:27][CH2:28][C@@H:29]([OH:32])[CH2:30][OH:31]. Given the product [OH:32][C@@H:29]([CH2:30][OH:31])[CH2:28][NH:27][C:21]([C:14]1[C:15](=[O:20])[N:16]([CH3:19])[C:17]2[C:12]([C:13]=1[OH:26])=[N:11][CH:10]=[C:9]([CH2:8][C:5]1[CH:4]=[CH:3][C:2]([F:1])=[CH:7][CH:6]=1)[CH:18]=2)=[O:22], predict the reactants needed to synthesize it. (2) Given the product [Cl:1][C:2]1[CH:3]=[C:4]([C:12]2[CH:13]=[N:14][CH:15]=[CH:16][CH:17]=2)[CH:5]=[CH:6][CH:7]=1, predict the reactants needed to synthesize it. The reactants are: [Cl:1][C:2]1[CH:3]=[C:4](B(O)O)[CH:5]=[CH:6][CH:7]=1.I[C:12]1[CH:13]=[N:14][CH:15]=[CH:16][CH:17]=1.C(=O)([O-])[O-].[K+].[K+].C(O)C. (3) Given the product [CH2:3]([C:5]1[N:9]([C:10]2[N:18]=[C:17]3[C:13]([N:14]=[C:15]([C:20]4([O:26][CH3:27])[CH2:25][CH2:24][CH2:23][N:22]([S:48]([CH3:47])(=[O:50])=[O:49])[CH2:21]4)[N:16]3[CH3:19])=[C:12]([N:28]3[CH2:29][CH2:30][O:31][CH2:32][CH2:33]3)[N:11]=2)[C:8]2[CH:34]=[CH:35][CH:36]=[CH:37][C:7]=2[N:6]=1)[CH3:4], predict the reactants needed to synthesize it. The reactants are: Cl.Cl.[CH2:3]([C:5]1[N:9]([C:10]2[N:18]=[C:17]3[C:13]([N:14]=[C:15]([C:20]4([O:26][CH3:27])[CH2:25][CH2:24][CH2:23][NH:22][CH2:21]4)[N:16]3[CH3:19])=[C:12]([N:28]3[CH2:33][CH2:32][O:31][CH2:30][CH2:29]3)[N:11]=2)[C:8]2[CH:34]=[CH:35][CH:36]=[CH:37][C:7]=2[N:6]=1)[CH3:4].CCN(C(C)C)C(C)C.[CH3:47][S:48](Cl)(=[O:50])=[O:49]. (4) Given the product [CH3:15][O:14][C:8]1[CH:7]=[C:3]2[C:2](=[CH:10][C:9]=1[N+:11]([O-:13])=[O:12])[NH:1][C:17](=[O:18])[NH:6][C:4]2=[O:5], predict the reactants needed to synthesize it. The reactants are: [NH2:1][C:2]1[CH:10]=[C:9]([N+:11]([O-:13])=[O:12])[C:8]([O:14][CH3:15])=[CH:7][C:3]=1[C:4]([NH2:6])=[O:5].C(Cl)(=O)[C:17](Cl)=[O:18]. (5) The reactants are: [Cl:1][CH2:2][C:3](Cl)=[O:4].[F:6][C:7]1[CH:8]=[C:9]([NH:14][C:15]2[CH:20]=[CH:19][CH:18]=[CH:17][CH:16]=2)[C:10]([NH2:13])=[CH:11][CH:12]=1.N1C=CC=CC=1. Given the product [Cl:1][CH2:2][C:3]([NH:13][C:10]1[CH:11]=[CH:12][C:7]([F:6])=[CH:8][C:9]=1[NH:14][C:15]1[CH:20]=[CH:19][CH:18]=[CH:17][CH:16]=1)=[O:4], predict the reactants needed to synthesize it.